From a dataset of Retrosynthesis with 50K atom-mapped reactions and 10 reaction types from USPTO. Predict the reactants needed to synthesize the given product. (1) Given the product CCOC(=O)C(=Cc1ccccc1C(F)(F)F)C(=O)CCl, predict the reactants needed to synthesize it. The reactants are: CCOC(=O)CC(=O)CCl.O=Cc1ccccc1C(F)(F)F. (2) Given the product CN(C)C/C=C/C(=O)N1CCc2c(sc3ncnc(Nc4ccc(F)c(Cl)c4)c23)C1, predict the reactants needed to synthesize it. The reactants are: CNC.O=C(C=CCBr)N1CCc2c(sc3ncnc(Nc4ccc(F)c(Cl)c4)c23)C1. (3) Given the product O=Cc1ncsc1S(=O)(=O)c1ccccn1, predict the reactants needed to synthesize it. The reactants are: O=Cc1ncsc1Cl.O=S(O)c1ccccn1.